From a dataset of Reaction yield outcomes from USPTO patents with 853,638 reactions. Predict the reaction yield, written as a fraction of the theoretical maximum amount of product (1.0 means a 100% yield; for example, 0.34 means a 34% yield). (1) The reactants are [CH2:1]([O:8][C:9]1[CH:14]=[C:13]([O:15][CH2:16][C:17]2[CH:22]=[CH:21][CH:20]=[CH:19][CH:18]=2)[CH:12]=[C:11]([O:23][C:24]2[CH:29]=[CH:28][C:27]([N+:30]([O-:32])=[O:31])=[CH:26][CH:25]=2)[C:10]=1[C:33]1[CH2:37][C:36](O)([C:38]([O:40][CH2:41][CH3:42])=[O:39])[O:35][N:34]=1)[C:2]1[CH:7]=[CH:6][CH:5]=[CH:4][CH:3]=1. The catalyst is C1(C)C=CC=CC=1. The product is [CH2:1]([O:8][C:9]1[CH:14]=[C:13]([O:15][CH2:16][C:17]2[CH:18]=[CH:19][CH:20]=[CH:21][CH:22]=2)[CH:12]=[C:11]([O:23][C:24]2[CH:29]=[CH:28][C:27]([N+:30]([O-:32])=[O:31])=[CH:26][CH:25]=2)[C:10]=1[C:33]1[CH:37]=[C:36]([C:38]([O:40][CH2:41][CH3:42])=[O:39])[O:35][N:34]=1)[C:2]1[CH:3]=[CH:4][CH:5]=[CH:6][CH:7]=1. The yield is 0.790. (2) The reactants are [F:1][C:2]1[CH:9]=[C:8]([OH:10])[C:7]([OH:11])=[CH:6][C:3]=1[CH:4]=[O:5].[C:12]([O-])([O-])=O.[Cs+].[Cs+].O. The catalyst is CN(C=O)C. The product is [F:1][C:2]1[C:3]([CH:4]=[O:5])=[CH:6][C:7]2[O:11][CH2:12][O:10][C:8]=2[CH:9]=1. The yield is 0.240. (3) The reactants are [Cl:1][C:2]1[C:3]([O:12][C:13]2[CH:18]=[C:17]([O:19][CH2:20][CH2:21][CH2:22][C:23]#[N:24])[CH:16]=[CH:15][C:14]=2/[CH:25]=[CH:26]/[C:27]([O:29]CC)=[O:28])=[N:4][CH:5]=[C:6]([C:8]([F:11])([F:10])[F:9])[CH:7]=1.O1CCCC1.[OH-].[Na+].Cl. The catalyst is O.C(O)C. The product is [Cl:1][C:2]1[C:3]([O:12][C:13]2[CH:18]=[C:17]([O:19][CH2:20][CH2:21][CH2:22][C:23]#[N:24])[CH:16]=[CH:15][C:14]=2/[CH:25]=[CH:26]/[C:27]([OH:29])=[O:28])=[N:4][CH:5]=[C:6]([C:8]([F:9])([F:11])[F:10])[CH:7]=1. The yield is 0.780. (4) The reactants are [CH3:1][C:2]([C:7]1[CH:12]=[CH:11][CH:10]=[CH:9][CH:8]=1)([CH3:6])[C:3](O)=[O:4].CSC.B.CO.O. The catalyst is C1COCC1. The product is [CH3:6][C:2]([C:7]1[CH:12]=[CH:11][CH:10]=[CH:9][CH:8]=1)([CH3:1])[CH2:3][OH:4]. The yield is 0.770. (5) The reactants are C[O:2][C:3]([C:5]1[CH:10]=[CH:9][C:8]([CH:11]2[CH2:13][CH2:12]2)=[C:7]([O:14][CH2:15][CH2:16][O:17][CH3:18])[N:6]=1)=[O:4].[OH-].[Na+]. The catalyst is C(O)C. The product is [CH:11]1([C:8]2[CH:9]=[CH:10][C:5]([C:3]([OH:4])=[O:2])=[N:6][C:7]=2[O:14][CH2:15][CH2:16][O:17][CH3:18])[CH2:13][CH2:12]1. The yield is 0.730. (6) The catalyst is ClCCl.CN(C)C=O. The yield is 0.780. The product is [ClH:13].[Cl:13][CH2:9][C:3]1[C:2]([F:1])=[CH:7][C:6]([F:8])=[CH:5][N:4]=1. The reactants are [F:1][C:2]1[C:3]([CH2:9]O)=[N:4][CH:5]=[C:6]([F:8])[CH:7]=1.S(Cl)([Cl:13])=O. (7) The reactants are [CH2:1]([N:3]1[CH2:8][C:7]([CH3:10])([CH3:9])[O:6][C:5](=[O:11])[CH:4]1[CH2:12][C:13]([OH:15])=O)[CH3:2].C(N(C(C)C)CC)(C)C.CN(C(ON1N=NC2C=CC=NC1=2)=[N+](C)C)C.F[P-](F)(F)(F)(F)F.[Cl:49][C:50]1[CH:57]=[CH:56][C:53]([CH2:54][NH2:55])=[CH:52][CH:51]=1. The catalyst is CN(C=O)C. The product is [Cl:49][C:50]1[CH:57]=[CH:56][C:53]([CH2:54][NH:55][C:13](=[O:15])[CH2:12][CH:4]2[C:5](=[O:11])[O:6][C:7]([CH3:9])([CH3:10])[CH2:8][N:3]2[CH2:1][CH3:2])=[CH:52][CH:51]=1. The yield is 0.760. (8) The reactants are [NH2:1][C:2]1[CH:3]=[C:4]([OH:10])[CH:5]=[C:6]([O:8][CH3:9])[CH:7]=1.[C:11](=O)([O-])[O-].[Cs+].[Cs+].BrC[CH2:19][CH2:20][OH:21].C(=O)(O)[O-].[Na+]. The catalyst is CN(C=O)C. The product is [NH2:1][C:2]1[CH:7]=[C:6]([CH:5]=[C:4]([O:10][CH3:11])[CH:3]=1)[O:8][CH2:9][CH2:19][CH2:20][OH:21]. The yield is 0.530.